Dataset: NCI-60 drug combinations with 297,098 pairs across 59 cell lines. Task: Regression. Given two drug SMILES strings and cell line genomic features, predict the synergy score measuring deviation from expected non-interaction effect. Drug 1: C1=CC(=CC=C1CCCC(=O)O)N(CCCl)CCCl. Drug 2: C1CNP(=O)(OC1)N(CCCl)CCCl. Cell line: NCI-H226. Synergy scores: CSS=6.50, Synergy_ZIP=1.58, Synergy_Bliss=1.89, Synergy_Loewe=-9.02, Synergy_HSA=-1.65.